This data is from Reaction yield outcomes from USPTO patents with 853,638 reactions. The task is: Predict the reaction yield, written as a fraction of the theoretical maximum amount of product (1.0 means a 100% yield; for example, 0.34 means a 34% yield). The reactants are Br[C:2]1[CH:3]=[CH:4][C:5]([N+:9]([O-:11])=[O:10])=[C:6]([OH:8])[CH:7]=1.C[N:13]1[CH:18]=[CH:17]C=[CH:15][CH2:14]1. The catalyst is C(NCC)C.[Cu](=O)=O. The product is [CH2:14]([N:13]([CH2:18][CH3:17])[C:2]1[CH:3]=[CH:4][C:5]([N+:9]([O-:11])=[O:10])=[C:6]([OH:8])[CH:7]=1)[CH3:15]. The yield is 0.300.